From a dataset of Full USPTO retrosynthesis dataset with 1.9M reactions from patents (1976-2016). Predict the reactants needed to synthesize the given product. (1) Given the product [CH2:15]([O:14][C:12]1[C:11]([C:17]([F:20])([F:19])[F:18])=[CH:10][C:9]2[NH:21][C:22](=[O:40])[CH2:23][C:24]([C:26]3[CH:31]=[CH:30][CH:29]=[C:28]([C:32]4[C:33]([CH2:38][CH3:39])=[N:34][CH:35]=[CH:36][CH:37]=4)[CH:27]=3)=[N:7][C:8]=2[CH:13]=1)[CH3:16], predict the reactants needed to synthesize it. The reactants are: C(OC(=O)[NH:7][C:8]1[CH:13]=[C:12]([O:14][CH2:15][CH3:16])[C:11]([C:17]([F:20])([F:19])[F:18])=[CH:10][C:9]=1[NH:21][C:22](=[O:40])[CH2:23][C:24]([C:26]1[CH:31]=[CH:30][CH:29]=[C:28]([C:32]2[C:33]([CH2:38][CH3:39])=[N:34][CH:35]=[CH:36][CH:37]=2)[CH:27]=1)=O)(C)(C)C.C(O)(C(F)(F)F)=O. (2) Given the product [Br:7][CH2:8][CH2:9][CH2:10][CH2:11][C:12]([CH3:22])([C:15]1[CH:20]=[CH:19][C:18]([CH3:21])=[CH:17][CH:16]=1)[CH2:13][O:14][CH:6]1[CH2:5][CH2:4][CH2:3][CH2:2][O:1]1, predict the reactants needed to synthesize it. The reactants are: [O:1]1[CH:6]=[CH:5][CH2:4][CH2:3][CH2:2]1.[Br:7][CH2:8][CH2:9][CH2:10][CH2:11][C:12]([CH3:22])([C:15]1[CH:20]=[CH:19][C:18]([CH3:21])=[CH:17][CH:16]=1)[CH2:13][OH:14].